Dataset: Catalyst prediction with 721,799 reactions and 888 catalyst types from USPTO. Task: Predict which catalyst facilitates the given reaction. (1) Reactant: [CH2:1]([O:8][CH2:9][CH:10]([NH:14][C:15](=[O:32])[CH:16]([NH:21]C(OCC1C=CC=CC=1)=O)[CH2:17][CH:18]([CH3:20])[CH3:19])[C:11]([OH:13])=O)[C:2]1[CH:7]=[CH:6][CH:5]=[CH:4][CH:3]=1.C[N:34]1CCOCC1.[CH2:40]([O:44][C:45](Cl)=[O:46])[CH:41]([CH3:43])[CH3:42].N.O1C[CH2:52][CH2:51][CH2:50]1. Product: [CH2:40]([O:44][C:45](=[O:46])[NH:21][CH:16]([C:15](=[O:32])[NH:14][CH:10]([C:11](=[O:13])[NH2:34])[CH2:9][O:8][CH2:1][C:2]1[CH:3]=[CH:4][CH:5]=[CH:6][CH:7]=1)[CH2:17][CH:18]([CH3:19])[CH3:20])[C:41]1[CH:43]=[CH:52][CH:51]=[CH:50][CH:42]=1. The catalyst class is: 13. (2) Reactant: [Cl:1][C:2]1[CH:7]=[CH:6][C:5]([C:8]2[CH:9]=[N:10][CH:11]=[C:12]3[C:17]=2[N:16]=[C:15]([C:18]([OH:20])=O)[CH:14]=[CH:13]3)=[CH:4][CH:3]=1.C(N(CC)C(C)C)(C)C.F[P-](F)(F)(F)(F)F.N1(OC(N(C)C)=[N+](C)C)C2N=CC=CC=2N=N1.[N:54]1([NH2:60])[CH2:59][CH2:58][CH2:57][CH2:56][CH2:55]1. Product: [Cl:1][C:2]1[CH:3]=[CH:4][C:5]([C:8]2[CH:9]=[N:10][CH:11]=[C:12]3[C:17]=2[N:16]=[C:15]([C:18]([NH:60][N:54]2[CH2:59][CH2:58][CH2:57][CH2:56][CH2:55]2)=[O:20])[CH:14]=[CH:13]3)=[CH:6][CH:7]=1. The catalyst class is: 9.